From a dataset of Catalyst prediction with 721,799 reactions and 888 catalyst types from USPTO. Predict which catalyst facilitates the given reaction. Reactant: [Br:1][C:2]1[CH:7]=[CH:6][C:5]([C:8](=O)[CH:9]=[C:10]([C:15]2[CH:20]=[C:19]([Cl:21])[CH:18]=[C:17]([Cl:22])[CH:16]=2)[C:11]([F:14])([F:13])[F:12])=[CH:4][C:3]=1[CH3:24].[CH3:25][NH:26][OH:27].Cl.C(N(CC)CC)C. Product: [Br:1][C:2]1[CH:7]=[CH:6][C:5]([C:8]2[N:26]([CH3:25])[O:27][C:10]([C:15]3[CH:20]=[C:19]([Cl:21])[CH:18]=[C:17]([Cl:22])[CH:16]=3)([C:11]([F:14])([F:13])[F:12])[CH:9]=2)=[CH:4][C:3]=1[CH3:24]. The catalyst class is: 8.